Dataset: Forward reaction prediction with 1.9M reactions from USPTO patents (1976-2016). Task: Predict the product of the given reaction. (1) Given the reactants [CH3:1][C:2]1N=[C:6]([C:8]([OH:10])=O)[C:5]([N:11]2[N:15]=[CH:14][CH:13]=[N:12]2)=[CH:4][CH:3]=1.FC1C=CC(OCC2CC3NC2CC3)=NC=1.[CH:32]12[NH:38][CH:35]([CH2:36][CH2:37]1)[CH2:34][CH:33]2[CH2:39][O:40][C:41]1[CH:50]=[N:49][C:48]2[C:43](=[CH:44][CH:45]=[CH:46][CH:47]=2)[N:42]=1, predict the reaction product. The product is: [N:15]1[N:11]([C:5]2[CH:4]=[CH:3][CH:2]=[CH:1][C:6]=2[C:8]([N:38]2[CH:35]3[CH2:36][CH2:37][CH:32]2[CH:33]([CH2:39][O:40][C:41]2[CH:50]=[N:49][C:48]4[C:43](=[CH:44][CH:45]=[CH:46][CH:47]=4)[N:42]=2)[CH2:34]3)=[O:10])[N:12]=[CH:13][CH:14]=1. (2) Given the reactants [Br:1][C:2]1[CH:10]=[CH:9][C:5]([C:6]([O-:8])=O)=[C:4]([CH2:11]Br)[CH:3]=1.[CH:13]1([NH2:16])[CH2:15][CH2:14]1, predict the reaction product. The product is: [Br:1][C:2]1[CH:3]=[C:4]2[C:5](=[CH:9][CH:10]=1)[C:6](=[O:8])[N:16]([CH:13]1[CH2:15][CH2:14]1)[CH2:11]2. (3) Given the reactants Br[C:2]1[CH:3]=[N:4][C:5]2[N:6]([CH:8]=[C:9]([CH2:11][O:12][C:13]3[CH:18]=[CH:17][CH:16]=[CH:15][N:14]=3)[N:10]=2)[CH:7]=1.[C:19]([C:21]1[CH:26]=[CH:25][C:24](B(O)O)=[CH:23][CH:22]=1)#[N:20], predict the reaction product. The product is: [N:14]1[CH:15]=[CH:16][CH:17]=[CH:18][C:13]=1[O:12][CH2:11][C:9]1[N:10]=[C:5]2[N:4]=[CH:3][C:2]([C:24]3[CH:25]=[CH:26][C:21]([C:19]#[N:20])=[CH:22][CH:23]=3)=[CH:7][N:6]2[CH:8]=1. (4) Given the reactants Cl/[C:2](=[N:8]\[NH:9][C:10]1[CH:15]=[C:14]([Cl:16])[CH:13]=[CH:12][C:11]=1[N+:17]([O-:19])=[O:18])/[C:3]([O:5][CH2:6][CH3:7])=[O:4].[NH3:20], predict the reaction product. The product is: [NH2:20]/[C:2](=[N:8]\[NH:9][C:10]1[CH:15]=[C:14]([Cl:16])[CH:13]=[CH:12][C:11]=1[N+:17]([O-:19])=[O:18])/[C:3]([O:5][CH2:6][CH3:7])=[O:4]. (5) Given the reactants Br[C:2]1[CH:3]=[C:4]2[C:9](=[CH:10][CH:11]=1)[N:8]=[CH:7][C:6]([C:12]([CH:14]1[CH2:16][CH2:15]1)=[O:13])=[C:5]2[NH:17][C:18]1[CH:19]=[N:20][N:21]([CH:23]2[CH2:28][CH2:27][N:26]([CH3:29])[CH2:25][CH2:24]2)[CH:22]=1.[Cl:30][C:31]1[CH:36]=[C:35](B2OC(C)(C)C(C)(C)O2)[CH:34]=[C:33]([Cl:46])[C:32]=1[OH:47], predict the reaction product. The product is: [CH:14]1([C:12]([C:6]2[CH:7]=[N:8][C:9]3[C:4]([C:5]=2[NH:17][C:18]2[CH:19]=[N:20][N:21]([CH:23]4[CH2:24][CH2:25][N:26]([CH3:29])[CH2:27][CH2:28]4)[CH:22]=2)=[CH:3][C:2]([C:35]2[CH:36]=[C:31]([Cl:30])[C:32]([OH:47])=[C:33]([Cl:46])[CH:34]=2)=[CH:11][CH:10]=3)=[O:13])[CH2:15][CH2:16]1. (6) Given the reactants Br[C:2]1[CH:3]=[C:4]([C:12]([OH:15])([CH3:14])[CH3:13])[CH:5]=[C:6]([C:8]([OH:11])([CH3:10])[CH3:9])[CH:7]=1.[CH3:16][C:17]1([CH3:33])[C:21]([CH3:23])([CH3:22])[O:20][B:19]([B:19]2[O:20][C:21]([CH3:23])([CH3:22])[C:17]([CH3:33])([CH3:16])[O:18]2)[O:18]1.C([O-])(=O)C.[K+], predict the reaction product. The product is: [OH:15][C:12]([C:4]1[CH:5]=[C:6]([C:8]([OH:11])([CH3:10])[CH3:9])[CH:7]=[C:2]([B:19]2[O:20][C:21]([CH3:23])([CH3:22])[C:17]([CH3:33])([CH3:16])[O:18]2)[CH:3]=1)([CH3:14])[CH3:13].